This data is from Forward reaction prediction with 1.9M reactions from USPTO patents (1976-2016). The task is: Predict the product of the given reaction. (1) Given the reactants [NH:1]1[C:5]2[CH:6]=[CH:7][CH:8]=[CH:9][C:4]=2[N:3]=[C:2]1[N:10]([CH2:21][C:22]1[CH:30]=[CH:29][C:25]([C:26]([OH:28])=O)=[CH:24][CH:23]=1)[CH:11]1[CH2:16][CH2:15][CH:14]([C:17]([CH3:20])([CH3:19])[CH3:18])[CH2:13][CH2:12]1.[NH:31]1[C:35]([CH2:36][NH2:37])=[N:34][N:33]=[N:32]1.C1C=CC2N(O)N=NC=2C=1.C(Cl)CCl.CCN(C(C)C)C(C)C, predict the reaction product. The product is: [NH:1]1[C:5]2[CH:6]=[CH:7][CH:8]=[CH:9][C:4]=2[N:3]=[C:2]1[N:10]([CH2:21][C:22]1[CH:30]=[CH:29][C:25]([C:26]([NH:37][CH2:36][C:35]2[NH:34][N:33]=[N:32][N:31]=2)=[O:28])=[CH:24][CH:23]=1)[CH:11]1[CH2:12][CH2:13][CH:14]([C:17]([CH3:20])([CH3:19])[CH3:18])[CH2:15][CH2:16]1. (2) Given the reactants [Cu](C#N)C#N.[C:6]([Mg]Cl)([CH3:9])([CH3:8])[CH3:7].Br[C:13]1[CH:14]=[CH:15][C:16]([NH:19][C:20](=[O:26])[O:21][C:22]([CH3:25])([CH3:24])[CH3:23])=[N:17][CH:18]=1, predict the reaction product. The product is: [C:6]([C:13]1[CH:14]=[CH:15][C:16]([NH:19][C:20](=[O:26])[O:21][C:22]([CH3:25])([CH3:24])[CH3:23])=[N:17][CH:18]=1)([CH3:9])([CH3:8])[CH3:7]. (3) Given the reactants [F:1][C:2]([F:13])([F:12])[C:3]1[CH:7]=[C:6]([C:8]([F:11])([F:10])[F:9])[NH:5][N:4]=1.C([O-])([O-])=O.[K+].[K+].Cl[CH2:21][C:22]([N:24]1[CH2:29][CH2:28][N:27]([C:30]2[CH:35]=[CH:34][C:33]([F:36])=[CH:32][CH:31]=2)[CH2:26][CH2:25]1)=[O:23].CN(C=O)C, predict the reaction product. The product is: [F:11][C:8]([F:9])([F:10])[C:6]1[CH:7]=[C:3]([C:2]([F:1])([F:12])[F:13])[N:4]([CH2:21][C:22]([N:24]2[CH2:25][CH2:26][N:27]([C:30]3[CH:35]=[CH:34][C:33]([F:36])=[CH:32][CH:31]=3)[CH2:28][CH2:29]2)=[O:23])[N:5]=1.